From a dataset of Full USPTO retrosynthesis dataset with 1.9M reactions from patents (1976-2016). Predict the reactants needed to synthesize the given product. (1) Given the product [Cl:38][C:37]1[C:32]([NH:31][C@@H:26]2[CH2:27][CH2:28][CH2:29][CH2:30][C@H:25]2[N:20]([CH2:19][C:17]#[N:18])[S:21]([CH3:24])(=[O:23])=[O:22])=[N:33][C:34]([NH:16][C:13]2[CH:14]=[CH:15][C:8]3[CH2:7][CH2:6][N:5]([CH2:4][CH2:3][O:2][CH3:1])[CH2:11][CH2:10][C:9]=3[CH:12]=2)=[N:35][CH:36]=1, predict the reactants needed to synthesize it. The reactants are: [CH3:1][O:2][CH2:3][CH2:4][N:5]1[CH2:11][CH2:10][C:9]2[CH:12]=[C:13]([NH2:16])[CH:14]=[CH:15][C:8]=2[CH2:7][CH2:6]1.[C:17]([CH2:19][N:20]([C@@H:25]1[CH2:30][CH2:29][CH2:28][CH2:27][C@H:26]1[NH:31][C:32]1[C:37]([Cl:38])=[CH:36][N:35]=[C:34](Cl)[N:33]=1)[S:21]([CH3:24])(=[O:23])=[O:22])#[N:18]. (2) Given the product [Cl:22][C:17]1[N:16]=[C:15]([NH:7][CH2:8][CH:9]2[CH2:14][CH2:13][O:12][CH2:11][CH2:10]2)[CH:20]=[N:19][C:18]=1[C:25]([F:31])([F:32])[F:30], predict the reactants needed to synthesize it. The reactants are: C(OC(=O)[N:7]([C:15]1[CH:20]=[N:19][C:18](I)=[C:17]([Cl:22])[N:16]=1)[CH2:8][CH:9]1[CH2:14][CH2:13][O:12][CH2:11][CH2:10]1)(C)(C)C.Cl[C:25]([F:31])([F:30])C(OC)=O.[F-:32].[K+]. (3) Given the product [C:1]([C:4]1[CH:29]=[CH:28][C:7]([O:8][CH2:9][C:10]2[CH:15]=[CH:14][C:13]([CH:16]([OH:27])[C:17]3[CH:18]=[C:19]([C:23]4[NH:34][C:33](=[O:38])[S:32][CH:24]=4)[CH:20]=[CH:21][CH:22]=3)=[CH:12][CH:11]=2)=[C:6]([Cl:30])[C:5]=1[OH:31])(=[O:3])[CH3:2], predict the reactants needed to synthesize it. The reactants are: [C:1]([C:4]1[CH:29]=[CH:28][C:7]([O:8][CH2:9][C:10]2[CH:15]=[CH:14][C:13]([CH:16]([OH:27])[C:17]3[CH:18]=[C:19]([C:23](=O)[CH2:24]Cl)[CH:20]=[CH:21][CH:22]=3)=[CH:12][CH:11]=2)=[C:6]([Cl:30])[C:5]=1[OH:31])(=[O:3])[CH3:2].[S-:32][C:33]#[N:34].[K+].C([OH:38])C. (4) Given the product [N:40]1([C:28]2[CH:27]=[CH:3][N:32]=[CH:31][CH:29]=2)[CH2:36][CH2:37][CH:38]([CH2:53][CH2:54][NH:70][C:71]([C:73]2[C:77]([CH3:78])=[C:76]([NH:79][C:80](=[O:88])[C:81]3[CH:86]=[CH:85][CH:84]=[CH:83][C:82]=3[Cl:87])[N:75]([C:18]3[CH:19]=[CH:20][CH:21]=[CH:22][CH:23]=3)[N:74]=2)=[O:72])[CH2:48][CH2:41]1, predict the reactants needed to synthesize it. The reactants are: N1C=C[CH:3]=N1.C(OC(C1C(C)=C(N)N([C:18]2[CH:23]=[CH:22][CH:21]=[CH:20][CH:19]=2)N=1)=O)C.C(O[C:27](=O)[C:28](=O)[CH:29]([C:31]#[N:32])C)C.N[C:36]1[N:40]([C:41](OC(C)(C)C)=O)N=[C:38]([C:48](OC)=O)[CH:37]=1.O=[C:53]1NC2C=CC=CC=2C(C2C=CC=CC=2)=N[CH:54]1[NH:70][C:71]([C:73]1[C:77]([CH3:78])=[C:76]([NH:79][C:80](=[O:88])[C:81]2[CH:86]=[CH:85][CH:84]=[CH:83][C:82]=2[Cl:87])[N:75](C2C=CC=CN=2)[N:74]=1)=[O:72]. (5) The reactants are: C[O:2][C:3](=[O:26])[C:4]1[CH:9]=[CH:8][C:7]([C:10]2[CH:15]=[CH:14][N:13]=[C:12]([CH3:16])[C:11]=2[C:17]#[C:18][C:19]2[CH:20]=[N:21][C:22]([NH2:25])=[CH:23][CH:24]=2)=[CH:6][CH:5]=1.[OH-].[Na+].Cl. Given the product [NH2:25][C:22]1[N:21]=[CH:20][C:19]([C:18]#[C:17][C:11]2[C:12]([CH3:16])=[N:13][CH:14]=[CH:15][C:10]=2[C:7]2[CH:6]=[CH:5][C:4]([C:3]([OH:26])=[O:2])=[CH:9][CH:8]=2)=[CH:24][CH:23]=1, predict the reactants needed to synthesize it. (6) Given the product [Cl:18][C:5]1[C:4]([N+:9]([O-:11])=[O:10])=[CH:3][C:2]([F:1])=[CH:7][N:6]=1, predict the reactants needed to synthesize it. The reactants are: [F:1][C:2]1[CH:3]=[C:4]([N+:9]([O-:11])=[O:10])[C:5](N)=[N:6][CH:7]=1.N([O-])=O.[Na+].[OH-].[Na+].[ClH:18].